From a dataset of Peptide-MHC class I binding affinity with 185,985 pairs from IEDB/IMGT. Regression. Given a peptide amino acid sequence and an MHC pseudo amino acid sequence, predict their binding affinity value. This is MHC class I binding data. (1) The peptide sequence is GKLDPTNTL. The MHC is HLA-A29:02 with pseudo-sequence HLA-A29:02. The binding affinity (normalized) is 0.0847. (2) The peptide sequence is YTFEPHYFY. The MHC is HLA-A25:01 with pseudo-sequence HLA-A25:01. The binding affinity (normalized) is 0.531.